From a dataset of Forward reaction prediction with 1.9M reactions from USPTO patents (1976-2016). Predict the product of the given reaction. (1) Given the reactants [CH3:1][C:2]1[CH:7]=[CH:6][C:5]([C:8]([C:19]2[CH:24]=[CH:23][CH:22]=[CH:21][CH:20]=2)=[C:9]2[CH2:14][C:13]([CH3:16])([CH3:15])[CH2:12][C:11]([CH3:18])([CH3:17])[CH2:10]2)=[CH:4][C:3]=1[O:25][CH2:26][C:27]([O:29]CC)=[O:28].[OH-].[Na+].C(O)C.Cl, predict the reaction product. The product is: [CH3:1][C:2]1[CH:7]=[CH:6][C:5]([C:8]([C:19]2[CH:20]=[CH:21][CH:22]=[CH:23][CH:24]=2)=[C:9]2[CH2:14][C:13]([CH3:15])([CH3:16])[CH2:12][C:11]([CH3:18])([CH3:17])[CH2:10]2)=[CH:4][C:3]=1[O:25][CH2:26][C:27]([OH:29])=[O:28]. (2) Given the reactants [Cl:1][C:2]1[CH:3]=[C:4]([N:10]2[C:14]([CH3:15])=[C:13]([CH2:16][C:17]3[CH:25]=[CH:24][C:20]([C:21](O)=[O:22])=[CH:19][CH:18]=3)[C:12]([CH3:26])=[N:11]2)[CH:5]=[CH:6][C:7]=1[C:8]#[N:9].[NH2:27][CH2:28][C:29]([CH3:32])([OH:31])[CH3:30].[Cl-].COC1N=C(OC)N=C([N+]2(C)CCOCC2)N=1.C1COCC1, predict the reaction product. The product is: [Cl:1][C:2]1[CH:3]=[C:4]([N:10]2[C:14]([CH3:15])=[C:13]([CH2:16][C:17]3[CH:25]=[CH:24][C:20]([C:21]([NH:27][CH2:28][C:29]([OH:31])([CH3:32])[CH3:30])=[O:22])=[CH:19][CH:18]=3)[C:12]([CH3:26])=[N:11]2)[CH:5]=[CH:6][C:7]=1[C:8]#[N:9]. (3) Given the reactants [NH2:1][CH2:2][C:3]1[CH:8]=[C:7]([CH:9]=[CH2:10])[C:6]([NH:11][S:12]([CH3:15])(=[O:14])=[O:13])=[C:5]([F:16])[CH:4]=1.[C:17]([C:21]1[CH:26]=[CH:25][C:24]([N:27]=[C:28]=[O:29])=[CH:23][CH:22]=1)([CH3:20])([CH3:19])[CH3:18], predict the reaction product. The product is: [C:17]([C:21]1[CH:26]=[CH:25][C:24]([NH:27][C:28](=[O:29])[NH:1][CH2:2][C:3]2[CH:8]=[C:7]([CH:9]=[CH2:10])[C:6]([NH:11][S:12]([CH3:15])(=[O:14])=[O:13])=[C:5]([F:16])[CH:4]=2)=[CH:23][CH:22]=1)([CH3:20])([CH3:18])[CH3:19]. (4) Given the reactants [CH3:1][O:2][C:3](=[O:13])[C:4]1[CH:9]=[CH:8][C:7]([O:10][CH3:11])=[C:6]([NH2:12])[CH:5]=1.[C:14](=O)([O-])[O-].[K+].[K+].[CH2:20](Br)/[CH:21]=[C:22](/[CH2:24][CH2:25][CH:26]=[C:27]([CH3:29])[CH3:28])\[CH3:23].O1[CH2:35][CH2:34][CH2:33][CH2:32]1, predict the reaction product. The product is: [CH3:1][O:2][C:3](=[O:13])[C:4]1[CH:9]=[CH:8][C:7]([O:10][CH3:11])=[C:6]([NH:12][CH:20]([CH3:14])[CH:21]=[C:22]([CH3:23])[CH2:24][CH2:25][CH:26]=[C:27]([CH3:29])[CH2:28][CH2:32][CH:33]=[CH:34][CH3:35])[CH:5]=1. (5) The product is: [CH3:10][O:9][C:7]([C:4]1[C:3]([CH3:11])=[C:2]([C:20]2[CH:21]=[N:22][N:23]([CH:25]3[CH2:26][CH2:27][N:28]([C:31]([O:33][C:34]([CH3:37])([CH3:36])[CH3:35])=[O:32])[CH2:29][CH2:30]3)[CH:24]=2)[S:6][CH:5]=1)=[O:8]. Given the reactants Br[C:2]1[S:6][CH:5]=[C:4]([C:7]([O:9][CH3:10])=[O:8])[C:3]=1[CH3:11].CC1(C)C(C)(C)OB([C:20]2[CH:21]=[N:22][N:23]([CH:25]3[CH2:30][CH2:29][N:28]([C:31]([O:33][C:34]([CH3:37])([CH3:36])[CH3:35])=[O:32])[CH2:27][CH2:26]3)[CH:24]=2)O1.CN(C=O)C.C([O-])([O-])=O.[Na+].[Na+], predict the reaction product.